This data is from Reaction yield outcomes from USPTO patents with 853,638 reactions. The task is: Predict the reaction yield, written as a fraction of the theoretical maximum amount of product (1.0 means a 100% yield; for example, 0.34 means a 34% yield). The reactants are [Cl:1][C:2]1[CH:10]=[C:6]([C:7]([OH:9])=O)[C:5]([OH:11])=[CH:4][CH:3]=1.[F:12][C:13]([F:22])([F:21])[C:14]1[CH:20]=[CH:19][C:17]([NH2:18])=[CH:16][CH:15]=1. No catalyst specified. The product is [Cl:1][C:2]1[CH:3]=[CH:4][C:5]([OH:11])=[C:6]([CH:10]=1)[C:7]([NH:18][C:17]1[CH:19]=[CH:20][C:14]([C:13]([F:12])([F:21])[F:22])=[CH:15][CH:16]=1)=[O:9]. The yield is 0.750.